This data is from Forward reaction prediction with 1.9M reactions from USPTO patents (1976-2016). The task is: Predict the product of the given reaction. (1) Given the reactants [Cl:1][CH2:2][CH2:3][C:4]1[C:9](=[O:10])[N:8]2[CH2:11][CH2:12][CH2:13][CH:14]([OH:15])[C:7]2=[N:6][C:5]=1[CH3:16].NC1C=CC=CN=1.[OH-].[NH4+], predict the reaction product. The product is: [OH:15][C:14]1[C:7]2=[N:6][C:5]([CH3:16])=[C:4]([CH2:3][CH2:2][Cl:1])[C:9](=[O:10])[N:8]2[CH:11]=[CH:12][CH:13]=1. (2) Given the reactants C([O:5][C:6](=[O:36])[C:7]([CH3:35])([S:9][C:10]1[S:11][CH:12]=[C:13]([CH2:15][CH2:16][NH:17][C:18]2[N:23]=[CH:22][C:21]([C:24]3[CH:29]=[CH:28][C:27]([O:30][C:31]([F:34])([F:33])[F:32])=[CH:26][CH:25]=3)=[CH:20][N:19]=2)[N:14]=1)[CH3:8])(C)(C)C.FC(F)(F)C(O)=O, predict the reaction product. The product is: [CH3:35][C:7]([S:9][C:10]1[S:11][CH:12]=[C:13]([CH2:15][CH2:16][NH:17][C:18]2[N:23]=[CH:22][C:21]([C:24]3[CH:25]=[CH:26][C:27]([O:30][C:31]([F:34])([F:32])[F:33])=[CH:28][CH:29]=3)=[CH:20][N:19]=2)[N:14]=1)([CH3:8])[C:6]([OH:36])=[O:5]. (3) Given the reactants Cl.[NH:2]1[CH2:5][CH:4]([OH:6])[CH2:3]1.[C:7](O[C:7]([O:9][C:10]([CH3:13])([CH3:12])[CH3:11])=[O:8])([O:9][C:10]([CH3:13])([CH3:12])[CH3:11])=[O:8].C(N(CC)CC)C, predict the reaction product. The product is: [OH:6][CH:4]1[CH2:5][N:2]([C:7]([O:9][C:10]([CH3:13])([CH3:12])[CH3:11])=[O:8])[CH2:3]1. (4) Given the reactants [Cl:1][C:2]1[CH:27]=[C:26]([Cl:28])[CH:25]=[CH:24][C:3]=1[CH2:4][O:5][C:6]1[CH:11]=[C:10]([O:12][CH2:13][CH2:14][O:15][CH3:16])[CH:9]=[CH:8][C:7]=1[CH2:17][CH2:18][C:19](OCC)=[O:20].[H-].[Al+3].[Li+].[H-].[H-].[H-].O.O.O.O.O.O.O.O.O.O.S([O-])([O-])(=O)=O.[Na+].[Na+], predict the reaction product. The product is: [Cl:1][C:2]1[CH:27]=[C:26]([Cl:28])[CH:25]=[CH:24][C:3]=1[CH2:4][O:5][C:6]1[CH:11]=[C:10]([O:12][CH2:13][CH2:14][O:15][CH3:16])[CH:9]=[CH:8][C:7]=1[CH2:17][CH2:18][CH2:19][OH:20]. (5) Given the reactants COC1C=C([C@H]2OC(=O)N[C@@H]2C2C=CC=C(C#CC3C=CC=CC=3)C=2)C=CC=1.Br[C:30]1[N:35]=[C:34]([C@@H:36]2[C@@H:40]([C:41]3[CH:46]=[CH:45][CH:44]=[C:43]([O:47][CH3:48])[CH:42]=3)[O:39][C:38](=[O:49])[NH:37]2)[CH:33]=[CH:32][CH:31]=1.[C:50]([C:52]1[CH:57]=[CH:56][CH:55]=[CH:54][C:53]=1[F:58])#[CH:51], predict the reaction product. The product is: [F:58][C:53]1[CH:54]=[CH:55][CH:56]=[CH:57][C:52]=1[C:50]#[C:51][C:30]1[N:35]=[C:34]([C@@H:36]2[C@@H:40]([C:41]3[CH:46]=[CH:45][CH:44]=[C:43]([O:47][CH3:48])[CH:42]=3)[O:39][C:38](=[O:49])[NH:37]2)[CH:33]=[CH:32][CH:31]=1. (6) Given the reactants [N:1]1[CH:6]=[CH:5][N:4]=[CH:3][C:2]=1[C:7]1[CH:12]=[CH:11][N:10]=[CH:9][C:8]=1[C:13]([O:15]C)=[O:14], predict the reaction product. The product is: [NH:1]1[CH2:6][CH2:5][NH:4][CH2:3][CH:2]1[C:7]1[CH:12]=[CH:11][N:10]=[CH:9][C:8]=1[C:13]([OH:15])=[O:14].